Dataset: Peptide-MHC class I binding affinity with 185,985 pairs from IEDB/IMGT. Task: Regression. Given a peptide amino acid sequence and an MHC pseudo amino acid sequence, predict their binding affinity value. This is MHC class I binding data. (1) The peptide sequence is WSIHAHHQW. The MHC is HLA-B15:17 with pseudo-sequence HLA-B15:17. The binding affinity (normalized) is 0.938. (2) The peptide sequence is NMLREGLSP. The MHC is HLA-B58:01 with pseudo-sequence HLA-B58:01. The binding affinity (normalized) is 0.0847. (3) The peptide sequence is VYNFATCGI. The MHC is HLA-A32:01 with pseudo-sequence HLA-A32:01. The binding affinity (normalized) is 0. (4) The peptide sequence is ASWFNSFLTH. The MHC is HLA-A31:01 with pseudo-sequence HLA-A31:01. The binding affinity (normalized) is 0.571. (5) The peptide sequence is AGLLSDHKSNV. The MHC is H-2-Db with pseudo-sequence H-2-Db. The binding affinity (normalized) is 0. (6) The peptide sequence is SGHTTNFASK. The MHC is Patr-A0301 with pseudo-sequence Patr-A0301. The binding affinity (normalized) is 0.348. (7) The peptide sequence is SFLAHLQWF. The MHC is HLA-A26:01 with pseudo-sequence HLA-A26:01. The binding affinity (normalized) is 0.118. (8) The peptide sequence is FTSFFYRYGF. The MHC is Mamu-A02 with pseudo-sequence Mamu-A02. The binding affinity (normalized) is 0.855. (9) The peptide sequence is SDLANSHQ. The MHC is H-2-Db with pseudo-sequence H-2-Db. The binding affinity (normalized) is 0. (10) The MHC is HLA-B51:01 with pseudo-sequence HLA-B51:01. The peptide sequence is FPNLQVDPT. The binding affinity (normalized) is 0.0847.